This data is from Full USPTO retrosynthesis dataset with 1.9M reactions from patents (1976-2016). The task is: Predict the reactants needed to synthesize the given product. (1) Given the product [CH2:4]([C@H:3]1[C@H:10]2[CH2:11][C@H:12]([CH:8]=[CH:9]2)[C@H:2]1[CH:1]=[O:7])[CH2:5][CH3:6], predict the reactants needed to synthesize it. The reactants are: [CH:1](=[O:7])/[CH:2]=[CH:3]/[CH2:4][CH2:5][CH3:6].[CH:8]1[CH2:12][CH:11]=[CH:10][CH:9]=1.Cl.C([C@@H]1NC(C)(C)N(C)C1=O)C1C=CC=CC=1. (2) Given the product [S:28]1[CH:29]=[CH:30][C:31]2[C:23]([O:22][CH2:21][C@@H:19]([OH:18])[CH2:20][N:15]3[CH2:14][CH2:13][CH:12]([C:7]4[CH:6]=[CH:5][C:4]5[C:9](=[CH:10][CH:11]=[C:2]([F:1])[CH:3]=5)[CH:8]=4)[CH2:17][CH2:16]3)=[CH:24][CH:25]=[CH:26][C:27]1=2, predict the reactants needed to synthesize it. The reactants are: [F:1][C:2]1[CH:3]=[C:4]2[C:9](=[CH:10][CH:11]=1)[CH:8]=[C:7]([CH:12]1[CH2:17][CH2:16][NH:15][CH2:14][CH2:13]1)[CH:6]=[CH:5]2.[O:18]1[CH2:20][C@H:19]1[CH2:21][O:22][C:23]1[C:31]2[CH:30]=[CH:29][S:28][C:27]=2[CH:26]=[CH:25][CH:24]=1. (3) Given the product [CH:1]([C:4]1[C:13]2[CH2:12][CH2:11][CH2:10][CH2:9][C:8]=2[C:7]([C:14]#[N:15])=[C:6]([N:53]2[CH2:58][CH2:57][O:56][CH2:55][CH2:54]2)[N:5]=1)([CH3:3])[CH3:2], predict the reactants needed to synthesize it. The reactants are: [CH:1]([C:4]1[NH:5][C:6](=O)[C:7]([C:14]#[N:15])=[C:8]2[C:13]=1[CH2:12][CH2:11][CH2:10][CH2:9]2)([CH3:3])[CH3:2].CN([P+](ON1N=NC2C=CC=CC1=2)(N(C)C)N(C)C)C.F[P-](F)(F)(F)(F)F.C(N(C(C)C)CC)(C)C.[NH:53]1[CH2:58][CH2:57][O:56][CH2:55][CH2:54]1. (4) Given the product [C:19]([O:18][C:16]([C:9]1[C:10]2[C:11](=[N:12][CH:13]=[CH:14][CH:15]=2)[N:7]([CH:5]([CH:4]([O:3][CH3:25])[CH3:24])[CH3:6])[C:8]=1[CH3:23])=[O:17])([CH3:22])([CH3:21])[CH3:20], predict the reactants needed to synthesize it. The reactants are: [H-].[Na+].[OH:3][CH:4]([CH3:24])[CH:5]([N:7]1[C:11]2=[N:12][CH:13]=[CH:14][CH:15]=[C:10]2[C:9]([C:16]([O:18][C:19]([CH3:22])([CH3:21])[CH3:20])=[O:17])=[C:8]1[CH3:23])[CH3:6].[CH3:25]I.[NH4+].[Cl-]. (5) Given the product [CH:1]([OH:3])=[O:2].[C:57]1([CH3:56])[CH:62]=[CH:61][C:60]([N:13]2[CH2:18][CH2:17][N:16]([CH2:19][CH2:20][CH2:44][CH:46]3[CH2:50][C:49]4([CH2:54][CH2:53][CH2:52][CH2:51]4)[C:48](=[O:55])[O:47]3)[CH2:15][CH2:14]2)=[CH:59][CH:58]=1, predict the reactants needed to synthesize it. The reactants are: [CH:1]([OH:3])=[O:2].C(C1C=CC=CC=1[N:13]1[CH2:18][CH2:17][N:16]([CH2:19][CH2:20]C2C3(CCCCC3)CC(=O)O2)[CH2:15][CH2:14]1)(C)C.CC1C=CC(S(OC[CH:44]([CH:46]2[CH2:50][C:49]3([CH2:54][CH2:53][CH2:52][CH2:51]3)[C:48](=[O:55])[O:47]2)C)(=O)=O)=CC=1.[CH3:56][C:57]1[CH:62]=[CH:61][C:60](S(OCCC2C3(CCCCC3)CC(=O)O2)(=O)=O)=[CH:59][CH:58]=1.C1(C)C=CC(N2CCNCC2)=CC=1.C(C1C=CC=CC=1N1CCNCC1)(C)C. (6) Given the product [Cl:1][C:2]1[CH:3]=[C:4]([C:8]2[CH:9]=[C:10]([C:11]([F:14])([F:13])[F:12])[N:29]3[N:30]=[CH:31][C:32]([C:33]#[N:34])=[C:28]3[N:27]=2)[CH:5]=[CH:6][CH:7]=1, predict the reactants needed to synthesize it. The reactants are: [Cl:1][C:2]1[CH:3]=[C:4]([C:8](=O)[CH2:9][C:10](=O)[C:11]([F:14])([F:13])[F:12])[CH:5]=[CH:6][CH:7]=1.CC(C1C=CC=C(Cl)C=1)=O.[NH2:27][C:28]1[C:32]([C:33]#[N:34])=[CH:31][NH:30][N:29]=1.